The task is: Predict the reactants needed to synthesize the given product.. This data is from Full USPTO retrosynthesis dataset with 1.9M reactions from patents (1976-2016). (1) Given the product [CH3:1][O:2][C:3]1[CH:4]=[C:5]([N:11]2[CH2:20][C:19]3[C:14](=[N:15][C:16]([NH:38][CH2:37][CH2:36][CH2:35][CH2:34][N:31]4[CH2:30][CH2:29][N:28]([CH3:27])[CH2:33][CH2:32]4)=[N:17][CH:18]=3)[N:13]([CH2:24][CH3:25])[C:12]2=[O:26])[CH:6]=[C:7]([O:9][CH3:10])[CH:8]=1, predict the reactants needed to synthesize it. The reactants are: [CH3:1][O:2][C:3]1[CH:4]=[C:5]([N:11]2[CH2:20][C:19]3[C:14](=[N:15][C:16](S(C)=O)=[N:17][CH:18]=3)[N:13]([CH2:24][CH3:25])[C:12]2=[O:26])[CH:6]=[C:7]([O:9][CH3:10])[CH:8]=1.[CH3:27][N:28]1[CH2:33][CH2:32][N:31]([CH2:34][CH2:35][CH2:36][CH2:37][NH2:38])[CH2:30][CH2:29]1. (2) The reactants are: [OH:1][CH2:2][C:3]1[C:15]([N+:16]([O-:18])=[O:17])=[CH:14][C:6]([O:7][CH2:8][CH2:9][CH2:10][C:11]([OH:13])=[O:12])=[C:5]([O:19][CH3:20])[CH:4]=1.[CH2:21](O)[CH:22]=[CH2:23]. Given the product [CH2:23]([O:12][C:11](=[O:13])[CH2:10][CH2:9][CH2:8][O:7][C:6]1[CH:14]=[C:15]([N+:16]([O-:18])=[O:17])[C:3]([CH2:2][OH:1])=[CH:4][C:5]=1[O:19][CH3:20])[CH:22]=[CH2:21], predict the reactants needed to synthesize it. (3) The reactants are: [CH3:1][O:2][C:3]1[CH:4]=[C:5]([CH:8]=[C:9]([O:13][CH3:14])[C:10]=1[O:11]C)[CH:6]=[O:7].S(=O)(=O)(O)O. Given the product [CH3:14][O:13][C:9]1[CH:8]=[C:5]([CH:4]=[C:3]([O:2][CH3:1])[C:10]=1[OH:11])[CH:6]=[O:7], predict the reactants needed to synthesize it. (4) Given the product [C:20]([N:3]1[C:4]2[C:9](=[C:8]([C:11]([F:12])([F:14])[F:13])[CH:7]=[CH:6][CH:5]=2)[CH2:10][CH:2]1[CH3:1])(=[O:21])[CH3:19], predict the reactants needed to synthesize it. The reactants are: [CH3:1][C:2]1[NH:3][C:4]2[C:9]([CH:10]=1)=[C:8]([C:11]([F:14])([F:13])[F:12])[CH:7]=[CH:6][CH:5]=2.[BH3-]C#N.[Na+].[CH3:19][C:20](OC(C)=O)=[O:21]. (5) Given the product [CH2:6]([C:1]1([O:7][S:8](=[O:10])(=[O:11])[NH2:9])[CH2:2][CH2:3]1)[CH2:5][CH3:4], predict the reactants needed to synthesize it. The reactants are: [C:1]1([O:7][S:8](=[O:11])(=[O:10])[NH2:9])[CH:6]=[CH:5][CH:4]=[CH:3][CH:2]=1.C(C1(O)CC1)CC. (6) Given the product [C:27]([CH2:12][CH:13]([NH:19][C:20](=[O:21])[O:22][C:23]([CH3:24])([CH3:25])[CH3:26])[C:14]1[CH:18]=[CH:17][S:16][CH:15]=1)#[N:28], predict the reactants needed to synthesize it. The reactants are: CC1C=CC(S(O[CH2:12][CH:13]([NH:19][C:20]([O:22][C:23]([CH3:26])([CH3:25])[CH3:24])=[O:21])[C:14]2[CH:18]=[CH:17][S:16][CH:15]=2)(=O)=O)=CC=1.[C-:27]#[N:28].[Na+].[Na+].[Cl-].